Dataset: CYP2D6 substrate classification data from Carbon-Mangels et al.. Task: Regression/Classification. Given a drug SMILES string, predict its absorption, distribution, metabolism, or excretion properties. Task type varies by dataset: regression for continuous measurements (e.g., permeability, clearance, half-life) or binary classification for categorical outcomes (e.g., BBB penetration, CYP inhibition). Dataset: cyp2d6_substrate_carbonmangels. The compound is O=c1[nH]c2ccccc2n1CCCN1CCC(n2c(=O)[nH]c3cc(Cl)ccc32)CC1. The result is 0 (non-substrate).